Dataset: Catalyst prediction with 721,799 reactions and 888 catalyst types from USPTO. Task: Predict which catalyst facilitates the given reaction. Reactant: [C:1]([C:5]1[CH:10]=[CH:9][CH:8]=[CH:7][C:6]=1[N:11]1[CH2:16][CH2:15][N:14]([C:17](=[O:28])[C:18]([NH:20][C:21]2[CH:26]=[CH:25][C:24]([OH:27])=[CH:23][CH:22]=2)=[O:19])[CH2:13][CH2:12]1)([CH3:4])([CH3:3])[CH3:2].Br[CH2:30][C:31]([O:33][CH3:34])=[O:32].C(=O)([O-])[O-].[K+].[K+].O. Product: [C:1]([C:5]1[CH:10]=[CH:9][CH:8]=[CH:7][C:6]=1[N:11]1[CH2:12][CH2:13][N:14]([C:17](=[O:28])[C:18]([NH:20][C:21]2[CH:22]=[CH:23][C:24]([O:27][CH2:30][C:31]([O:33][CH3:34])=[O:32])=[CH:25][CH:26]=2)=[O:19])[CH2:15][CH2:16]1)([CH3:4])([CH3:2])[CH3:3]. The catalyst class is: 9.